From a dataset of Catalyst prediction with 721,799 reactions and 888 catalyst types from USPTO. Predict which catalyst facilitates the given reaction. (1) Product: [NH2:25][C:10]1[C:11]([NH:13][CH2:14][C:15]2[CH:16]=[C:17]3[C:22](=[CH:23][CH:24]=2)[N:21]=[CH:20][CH:19]=[CH:18]3)=[N:12][C:7]([C:5]2[CH:4]=[N:3][N:2]([CH3:1])[CH:6]=2)=[CH:8][C:9]=1[NH:28][C:29](=[O:35])[O:30][C:31]([CH3:34])([CH3:33])[CH3:32]. Reactant: [CH3:1][N:2]1[CH:6]=[C:5]([C:7]2[N:12]=[C:11]([NH:13][CH2:14][C:15]3[CH:16]=[C:17]4[C:22](=[CH:23][CH:24]=3)[N:21]=[CH:20][CH:19]=[CH:18]4)[C:10]([N+:25]([O-])=O)=[C:9]([NH:28][C:29](=[O:35])[O:30][C:31]([CH3:34])([CH3:33])[CH3:32])[CH:8]=2)[CH:4]=[N:3]1. The catalyst class is: 19. (2) Reactant: [CH3:1][N:2]1[C:6]2[C:7](=[O:12])[CH2:8][CH2:9][CH2:10][CH2:11][C:5]=2[C:4]([C:13]([O:15][CH2:16][CH3:17])=[O:14])=[N:3]1.C(O[CH:23](OC(C)(C)C)[N:24]([CH3:26])[CH3:25])(C)(C)C. Product: [CH3:23][N:24](/[CH:26]=[C:8]1\[CH2:9][CH2:10][CH2:11][C:5]2[C:4]([C:13]([O:15][CH2:16][CH3:17])=[O:14])=[N:3][N:2]([CH3:1])[C:6]=2[C:7]\1=[O:12])[CH3:25]. The catalyst class is: 3. (3) Reactant: [NH2:1][C:2]1[CH:10]=[CH:9][CH:8]=[C:7]2[C:3]=1[CH:4]=[C:5]([C:11]([O:13][CH2:14][CH3:15])=[O:12])[NH:6]2.[F:16][C:17]([F:28])([F:27])[C:18](=O)[CH2:19][C:20](=O)[C:21]([F:24])([F:23])[F:22]. Product: [F:16][C:17]([F:27])([F:28])[C:18]1[CH:19]=[C:20]([C:21]([F:22])([F:23])[F:24])[C:10]2[C:2](=[C:3]3[CH:4]=[C:5]([C:11]([O:13][CH2:14][CH3:15])=[O:12])[NH:6][C:7]3=[CH:8][CH:9]=2)[N:1]=1. The catalyst class is: 342.